Task: Predict the reactants needed to synthesize the given product.. Dataset: Full USPTO retrosynthesis dataset with 1.9M reactions from patents (1976-2016) (1) The reactants are: [CH3:1][C:2]1[CH:7]=[CH:6][C:5]([N+:8]([O-])=O)=[CH:4][C:3]=1[C:11]1[CH:12]=[N:13][CH:14]=[N:15][CH:16]=1. Given the product [NH2:8][C:5]1[CH:6]=[CH:7][C:2]([CH3:1])=[C:3]([C:11]2[CH:16]=[N:15][CH:14]=[N:13][CH:12]=2)[CH:4]=1, predict the reactants needed to synthesize it. (2) Given the product [CH2:21]([O:1][C:2]1[C:7]2[O:8][C:9]([C:11]3[O:12][C:13]([CH3:16])=[CH:14][N:15]=3)=[CH:10][C:6]=2[CH:5]=[CH:4][CH:3]=1)[C@H:22]1[O:24][CH2:23]1, predict the reactants needed to synthesize it. The reactants are: [OH:1][C:2]1[C:7]2[O:8][C:9]([C:11]3[O:12][C:13]([CH3:16])=[CH:14][N:15]=3)=[CH:10][C:6]=2[CH:5]=[CH:4][CH:3]=1.S(C1C=CC([N+]([O-])=O)=CC=1)(O[CH2:21][C@H:22]1[O:24][CH2:23]1)(=O)=O. (3) Given the product [CH3:3][O:4][C:5]1[CH:6]=[C:7]([NH:17][C:18]2[N:33]=[C:21]3[C:22]([C:27]4[CH2:28][CH2:29][N:30]([S:35]([CH3:34])(=[O:37])=[O:36])[CH2:31][CH:32]=4)=[CH:23][C:24]([CH3:26])=[CH:25][N:20]3[N:19]=2)[CH:8]=[CH:9][C:10]=1[N:11]1[CH:15]=[C:14]([CH3:16])[N:13]=[CH:12]1, predict the reactants needed to synthesize it. The reactants are: Cl.Cl.[CH3:3][O:4][C:5]1[CH:6]=[C:7]([NH:17][C:18]2[N:33]=[C:21]3[C:22]([C:27]4[CH2:28][CH2:29][NH:30][CH2:31][CH:32]=4)=[CH:23][C:24]([CH3:26])=[CH:25][N:20]3[N:19]=2)[CH:8]=[CH:9][C:10]=1[N:11]1[CH:15]=[C:14]([CH3:16])[N:13]=[CH:12]1.[CH3:34][S:35](Cl)(=[O:37])=[O:36].C(Cl)Cl. (4) Given the product [CH:27]1([C:2](=[CH2:26])[CH2:3][CH:4]([CH:10]2[CH2:15][CH2:14][N:13]([C:16]([O:18][CH2:19][C:20]3[CH:25]=[CH:24][CH:23]=[CH:22][CH:21]=3)=[O:17])[CH2:12][CH2:11]2)[C:5]([O:7][CH2:8][CH3:9])=[O:6])[CH2:29][CH2:28]1, predict the reactants needed to synthesize it. The reactants are: Br[C:2](=[CH2:26])[CH2:3][CH:4]([CH:10]1[CH2:15][CH2:14][N:13]([C:16]([O:18][CH2:19][C:20]2[CH:25]=[CH:24][CH:23]=[CH:22][CH:21]=2)=[O:17])[CH2:12][CH2:11]1)[C:5]([O:7][CH2:8][CH3:9])=[O:6].[CH:27]1([Mg]Br)[CH2:29][CH2:28]1.Cl. (5) Given the product [CH2:9]([O:7][CH2:6][CH2:5][CH2:4][CH2:3][OH:8])[C:10]1[CH:15]=[CH:14][CH:13]=[CH:12][CH:11]=1, predict the reactants needed to synthesize it. The reactants are: [H-].[Na+].[CH2:3]([OH:8])[CH2:4][CH2:5][CH2:6][OH:7].[CH2:9](Br)[C:10]1[CH:15]=[CH:14][CH:13]=[CH:12][CH:11]=1.Cl. (6) Given the product [C:25]([C:27]1[CH:28]=[C:29]([NH:34][C:35]2[C:36]3[CH:44]=[C:43]([NH:45][C:22](=[O:24])[CH2:21][P:16](=[O:17])([O:15][CH2:13][CH3:14])[O:18][CH2:19][CH3:20])[N:42]=[CH:41][C:37]=3[N:38]=[CH:39][N:40]=2)[CH:30]=[CH:31][C:32]=1[F:33])#[CH:26], predict the reactants needed to synthesize it. The reactants are: C1N=CN(C(N2C=NC=C2)=O)C=1.[CH2:13]([O:15][P:16]([CH2:21][C:22]([OH:24])=O)([O:18][CH2:19][CH3:20])=[O:17])[CH3:14].[C:25]([C:27]1[CH:28]=[C:29]([NH:34][C:35]2[C:36]3[CH:44]=[C:43]([NH2:45])[N:42]=[CH:41][C:37]=3[N:38]=[CH:39][N:40]=2)[CH:30]=[CH:31][C:32]=1[F:33])#[CH:26].C1COCC1. (7) Given the product [CH3:6][CH:7]([CH2:11][CH2:12][CH2:13][CH:14]([CH3:16])[CH3:15])[CH2:8][CH2:9][Br:17], predict the reactants needed to synthesize it. The reactants are: S(=O)(=O)(O)O.[CH3:6][CH:7]([CH2:11][CH2:12][CH2:13][CH:14]([CH3:16])[CH3:15])[CH2:8][CH2:9]O.[BrH:17]. (8) Given the product [CH2:10]([C:9]1[CH:14]=[CH:15][C:6]([C@@H:4]([CH3:5])[C:2](=[O:3])[CH2:31][C:32]([OH:27])=[O:17])=[CH:7][CH:8]=1)[CH:11]([CH3:13])[CH3:12], predict the reactants needed to synthesize it. The reactants are: O[C:2]([C@@H:4]([C:6]1[CH:15]=[CH:14][C:9]([CH2:10][CH:11]([CH3:13])[CH3:12])=[CH:8][CH:7]=1)[CH3:5])=[O:3].S(Cl)(Cl)=[O:17].N1C=CC=CC=1.Cl.[O:27]1[CH2:32][CH2:31]OCC1.